This data is from Reaction yield outcomes from USPTO patents with 853,638 reactions. The task is: Predict the reaction yield, written as a fraction of the theoretical maximum amount of product (1.0 means a 100% yield; for example, 0.34 means a 34% yield). The reactants are [CH:1]1([C:4]2[C:10]([F:11])=[CH:9][C:8]([N+:12]([O-:14])=[O:13])=[CH:7][C:5]=2[NH2:6])[CH2:3][CH2:2]1.C[Si]([N:19]=[N+:20]=[N-:21])(C)C.[CH3:22]OC(OC)OC.[OH-].[Na+]. The catalyst is CC(O)=O.CCOC(C)=O. The product is [CH:1]1([C:4]2[C:10]([F:11])=[CH:9][C:8]([N+:12]([O-:14])=[O:13])=[CH:7][C:5]=2[N:6]2[CH:22]=[N:19][N:20]=[N:21]2)[CH2:3][CH2:2]1. The yield is 0.900.